This data is from Reaction yield outcomes from USPTO patents with 853,638 reactions. The task is: Predict the reaction yield, written as a fraction of the theoretical maximum amount of product (1.0 means a 100% yield; for example, 0.34 means a 34% yield). (1) The reactants are [Cl:1][C:2]1[N:3]=[CH:4][CH:5]=[C:6]2[C:10]([CH3:11])=[C:9]([CH3:12])[N:8]([CH2:13][CH3:14])[C:7]=12.[CH3:15][C:16]1[CH:23]=[CH:22][C:19]([CH2:20][NH2:21])=[CH:18][CH:17]=1. No catalyst specified. The product is [ClH:1].[CH2:13]([N:8]1[C:7]2=[C:2]([NH:21][CH2:20][C:19]3[CH:22]=[CH:23][C:16]([CH3:15])=[CH:17][CH:18]=3)[N:3]=[CH:4][CH:5]=[C:6]2[C:10]([CH3:11])=[C:9]1[CH3:12])[CH3:14]. The yield is 0.390. (2) The reactants are [CH3:1][O:2][C:3]([NH:5][CH:6]([C:10]([CH3:13])([CH3:12])[CH3:11])[C:7]([OH:9])=O)=[O:4].C1C=CC2N(O)N=NC=2C=1.Cl.Cl.Cl.[CH3:27][O:28][C:29](=[O:77])[NH:30][CH:31]([C:35]([N:37]1[CH:43]([C:44]2[NH:45][C:46]([C:49]3[CH:58]=[CH:57][C:56]4[C:51](=[CH:52][CH:53]=[C:54]([C:59]5[CH:64]=[CH:63][C:62]([C:65]6[NH:66][C:67]([CH:70]7[CH2:74][CH:73]([C:75]#[N:76])[CH2:72][NH:71]7)=[N:68][CH:69]=6)=[CH:61][CH:60]=5)[CH:55]=4)[CH:50]=3)=[CH:47][N:48]=2)[CH2:42][C:39]2([CH2:41][CH2:40]2)[CH2:38]1)=[O:36])[CH:32]([CH3:34])[CH3:33].CN1CCOCC1. The catalyst is CN(C=O)C.CCOC(C)=O. The product is [CH3:1][O:2][C:3](=[O:4])[NH:5][CH:6]([C:7]([N:71]1[CH2:72][CH:73]([C:75]#[N:76])[CH2:74][CH:70]1[C:67]1[NH:66][C:65]([C:62]2[CH:63]=[CH:64][C:59]([C:54]3[CH:53]=[CH:52][C:51]4[C:56](=[CH:57][CH:58]=[C:49]([C:46]5[NH:45][C:44]([CH:43]6[CH2:42][C:39]7([CH2:41][CH2:40]7)[CH2:38][N:37]6[C:35](=[O:36])[CH:31]([NH:30][C:29]([O:28][CH3:27])=[O:77])[CH:32]([CH3:34])[CH3:33])=[N:48][CH:47]=5)[CH:50]=4)[CH:55]=3)=[CH:60][CH:61]=2)=[CH:69][N:68]=1)=[O:9])[C:10]([CH3:13])([CH3:12])[CH3:11]. The yield is 0.450.